Task: Predict which catalyst facilitates the given reaction.. Dataset: Catalyst prediction with 721,799 reactions and 888 catalyst types from USPTO Reactant: [Cl:1][CH:2]([CH3:7])[C:3]([NH:5][OH:6])=[NH:4].C(N(CC)CC)C.[CH3:15][C:16]1[CH:17]=[C:18]([CH:22]=[CH:23][CH:24]=1)[C:19](Cl)=O. Product: [Cl:1][CH:2]([C:3]1[N:4]=[C:15]([C:16]2[CH:17]=[C:18]([CH3:19])[CH:22]=[CH:23][CH:24]=2)[O:6][N:5]=1)[CH3:7]. The catalyst class is: 2.